From a dataset of Forward reaction prediction with 1.9M reactions from USPTO patents (1976-2016). Predict the product of the given reaction. (1) Given the reactants Br[C:2](=[CH2:10])[CH2:3][CH2:4][C:5]([O:7][CH2:8][CH3:9])=[O:6].[CH3:11][C:12]1([CH3:28])[C:16]([CH3:18])([CH3:17])[O:15][B:14]([B:14]2[O:15][C:16]([CH3:18])([CH3:17])[C:12]([CH3:28])([CH3:11])[O:13]2)[O:13]1.C1(P(C2C=CC=CC=2)C2C=CC=CC=2)C=CC=CC=1, predict the reaction product. The product is: [CH3:11][C:12]1([CH3:28])[C:16]([CH3:18])([CH3:17])[O:15][B:14]([C:2](=[CH2:10])[CH2:3][CH2:4][C:5]([O:7][CH2:8][CH3:9])=[O:6])[O:13]1. (2) Given the reactants [Br:1][C:2]1[CH:3]=[C:4]([CH:7]=[C:8]([O:11]C)[C:9]=1[OH:10])[CH:5]=[O:6].B(Br)(Br)Br, predict the reaction product. The product is: [Br:1][C:2]1[CH:3]=[C:4]([CH:7]=[C:8]([OH:11])[C:9]=1[OH:10])[CH:5]=[O:6]. (3) Given the reactants [CH:1]([N:4]1[CH2:9][CH2:8][NH:7][CH2:6][CH2:5]1)([CH3:3])[CH3:2].[Cl:10][C:11]1[N:16]=[CH:15][C:14]([S:17](Cl)(=[O:19])=[O:18])=[CH:13][CH:12]=1, predict the reaction product. The product is: [Cl:10][C:11]1[N:16]=[CH:15][C:14]([S:17]([N:7]2[CH2:8][CH2:9][N:4]([CH:1]([CH3:3])[CH3:2])[CH2:5][CH2:6]2)(=[O:19])=[O:18])=[CH:13][CH:12]=1. (4) Given the reactants [CH:1]1[C:10]2[C:5](=[CH:6][CH:7]=[CH:8][CH:9]=2)[CH:4]=[CH:3][N:2]=1.C([SiH]([CH2:16][CH3:17])CC)C, predict the reaction product. The product is: [CH:6]1[CH:7]=[CH:8][CH:9]=[C:10]2[C:5]=1[C:4]1[CH2:17][C:16]3[CH:7]=[CH:6][CH:5]=[CH:4][C:3]=3[C:3]=1[N:2]=[CH:1]2. (5) The product is: [CH3:14][C:13](=[CH2:12])[CH2:15][O:10][C:8]1[CH:9]=[C:4]([C:2](=[O:3])[CH3:1])[CH:5]=[CH:6][CH:7]=1. Given the reactants [CH3:1][C:2]([C:4]1[CH:5]=[CH:6][CH:7]=[C:8]([OH:10])[CH:9]=1)=[O:3].Cl[CH2:12][C:13]([CH3:15])=[CH2:14].C(=O)([O-])[O-].[K+].[K+], predict the reaction product. (6) Given the reactants C([N:4]1[CH:8]=[CH:7][N:6]=[C:5]1[C:9]1[S:10][C:11]([Sn](CCCC)(CCCC)CCCC)=[CH:12][C:13]=1[C:14]1[CH:19]=[CH:18][C:17]([Cl:20])=[CH:16][C:15]=1[Cl:21])C=C.FC(F)(F)S(O[C:41]1[CH:46]=[CH:45][N:44]=[C:43]2[S:47][CH:48]=[CH:49][C:42]=12)(=O)=O, predict the reaction product. The product is: [Cl:21][C:15]1[CH:16]=[C:17]([Cl:20])[CH:18]=[CH:19][C:14]=1[C:13]1[CH:12]=[C:11]([C:41]2[CH:46]=[CH:45][N:44]=[C:43]3[S:47][CH:48]=[CH:49][C:42]=23)[S:10][C:9]=1[C:5]1[NH:4][CH:8]=[CH:7][N:6]=1. (7) Given the reactants [Cl:1][C:2]1[CH:3]=[C:4]([S:9]([NH:12][C@H:13]2[CH2:22][CH2:21][C:20]3[C:15](=[CH:16][CH:17]=[CH:18][C:19]=3[N:23]3[CH2:28][CH2:27][N:26](C)[CH2:25][CH2:24]3)[CH2:14]2)(=[O:11])=[O:10])[CH:5]=[CH:6][C:7]=1[CH3:8].ClC(OCCCl)=O.CO, predict the reaction product. The product is: [Cl:1][C:2]1[CH:3]=[C:4]([S:9]([NH:12][C@H:13]2[CH2:22][CH2:21][C:20]3[C:15](=[CH:16][CH:17]=[CH:18][C:19]=3[N:23]3[CH2:24][CH2:25][NH:26][CH2:27][CH2:28]3)[CH2:14]2)(=[O:10])=[O:11])[CH:5]=[CH:6][C:7]=1[CH3:8].